This data is from Full USPTO retrosynthesis dataset with 1.9M reactions from patents (1976-2016). The task is: Predict the reactants needed to synthesize the given product. (1) Given the product [NH2:1][C:2]1[C:11]2[CH:10]=[CH:9][CH:8]=[C:7]([C:23]3[CH:24]=[N:25][CH:26]=[CH:27][C:22]=3[CH3:21])[C:6]=2[N:5]=[C:4]2[CH2:13][N:14]([CH:17]3[CH2:20][CH2:19][CH2:18]3)[C:15](=[O:16])[C:3]=12, predict the reactants needed to synthesize it. The reactants are: [NH2:1][C:2]1[C:11]2[CH:10]=[CH:9][CH:8]=[C:7](Br)[C:6]=2[N:5]=[C:4]2[CH2:13][N:14]([CH:17]3[CH2:20][CH2:19][CH2:18]3)[C:15](=[O:16])[C:3]=12.[CH3:21][C:22]1[CH:27]=[CH:26][N:25]=[CH:24][C:23]=1B(O)O. (2) Given the product [C:31]1([P:24]([C:25]2[CH:30]=[CH:29][CH:28]=[CH:27][CH:26]=2)[C:18]2[C:19]3[C:14](=[C:13]4[CH2:23][CH2:22][C:20]=3[C:21]3[C:12]4=[CH:11][CH:10]=[CH:9][C:8]=3[P:7]([C:1]3[CH:2]=[CH:3][CH:4]=[CH:5][CH:6]=3)[C:37]3[CH:38]=[CH:39][CH:40]=[CH:41][CH:42]=3)[CH:15]=[CH:16][CH:17]=2)[CH:36]=[CH:35][CH:34]=[CH:33][CH:32]=1, predict the reactants needed to synthesize it. The reactants are: [C:1]1([P:7]([C:37]2[CH:42]=[CH:41][CH:40]=[CH:39][CH:38]=2)[C:8]2[C:21]3[CH:20]4[CH2:22][CH2:23][CH:13]([C:14]5[C:19]4=[C:18]([P:24]([C:31]4[CH:36]=[CH:35][CH:34]=[CH:33][CH:32]=4)[C:25]4[CH:30]=[CH:29][CH:28]=[CH:27][CH:26]=4)[CH:17]=[CH:16][CH:15]=5)[C:12]=3[CH:11]=[CH:10][CH:9]=2)[CH:6]=[CH:5][CH:4]=[CH:3][CH:2]=1.C1(P(C2C=CC=CC=2)Cl)C=CC=CC=1. (3) Given the product [Cl:1][C:2]1[CH:3]=[CH:4][C:5]([O:11][CH2:12][C:13]2[CH:18]=[CH:17][C:16]([Cl:19])=[CH:15][C:14]=2[F:20])=[C:6]([CH2:23][C:24]2[N:29]=[C:28]([C:30]([O:32][CH2:33][CH3:34])=[O:31])[CH:27]=[CH:26][CH:25]=2)[CH:7]=1, predict the reactants needed to synthesize it. The reactants are: [Cl:1][C:2]1[CH:3]=[CH:4][C:5]([O:11][CH2:12][C:13]2[CH:18]=[CH:17][C:16]([Cl:19])=[CH:15][C:14]=2[F:20])=[C:6](B(O)O)[CH:7]=1.Cl.Cl[CH2:23][C:24]1[N:29]=[C:28]([C:30]([O:32][CH2:33][CH3:34])=[O:31])[CH:27]=[CH:26][CH:25]=1.C(=O)([O-])[O-].[K+].[K+].C1(C)C=CC=CC=1.C(O)C. (4) The reactants are: [CH3:1][C:2]1[CH:7]=[C:6]([CH3:8])[CH:5]=[CH:4][C:3]=1[N:9]1[CH2:14][CH2:13][NH:12][CH2:11][CH2:10]1.[C:15]1([C:23]2[CH:28]=[CH:27][CH:26]=[CH:25][CH:24]=2)[CH:20]=[CH:19][CH:18]=[C:17]([CH:21]=O)[CH:16]=1.[BH-](OC(C)=O)(OC(C)=O)OC(C)=O.[Na+].C1(C2C=CC=CC=2)C=CC=CC=1CN1CCN(C2C=CC=CC=2)CC1. Given the product [C:15]1([C:23]2[CH:24]=[CH:25][CH:26]=[CH:27][CH:28]=2)[CH:20]=[CH:19][CH:18]=[C:17]([CH2:21][N:12]2[CH2:11][CH2:10][N:9]([C:3]3[CH:4]=[CH:5][C:6]([CH3:8])=[CH:7][C:2]=3[CH3:1])[CH2:14][CH2:13]2)[CH:16]=1, predict the reactants needed to synthesize it. (5) Given the product [CH3:14][O:13][C:7]1[CH:8]=[C:9]([O:11][CH3:12])[CH:10]=[C:2]2[C:3]=1[C:4](=[O:5])[NH:6][C:24]([C:23]1[CH:26]=[C:27]([CH3:28])[C:20]([O:19][CH2:18][CH2:17][O:16][CH3:15])=[C:21]([CH3:29])[CH:22]=1)=[N:1]2, predict the reactants needed to synthesize it. The reactants are: [NH2:1][C:2]1[CH:10]=[C:9]([O:11][CH3:12])[CH:8]=[C:7]([O:13][CH3:14])[C:3]=1[C:4]([NH2:6])=[O:5].[CH3:15][O:16][CH2:17][CH2:18][O:19][C:20]1[C:27]([CH3:28])=[CH:26][C:23]([CH:24]=O)=[CH:22][C:21]=1[CH3:29].OS([O-])=O.[Na+].CC1C=CC(S(O)(=O)=O)=CC=1. (6) Given the product [CH2:16]([O:15][CH2:14][CH:10]([CH2:9][O:8][CH2:1][C:2]1[CH:3]=[CH:4][CH:5]=[CH:6][CH:7]=1)[CH2:11][C:12]#[N:13])[C:17]1[CH:18]=[CH:19][CH:20]=[CH:21][CH:22]=1, predict the reactants needed to synthesize it. The reactants are: [CH2:1]([O:8][CH2:9][C:10]([CH2:14][O:15][CH2:16][C:17]1[CH:22]=[CH:21][CH:20]=[CH:19][CH:18]=1)=[CH:11][C:12]#[N:13])[C:2]1[CH:7]=[CH:6][CH:5]=[CH:4][CH:3]=1.[H][H]. (7) Given the product [OH:1][C@H:2]([CH3:6])[C:3]([N:41]1[CH2:42][CH2:43][C@@H:39]([O:38][C:33]2[CH:32]=[CH:31][C:30]([C:26]3[N:25]=[C:24]([NH:23][C:20]4[CH:21]=[CH:22][C:17]([N:14]5[CH2:13][CH2:12][N:11]([CH:9]6[CH2:8][O:7][CH2:10]6)[CH2:16][CH2:15]5)=[CH:18][CH:19]=4)[N:29]=[CH:28][N:27]=3)=[CH:37][C:34]=2[C:35]#[N:36])[CH2:40]1)=[O:4], predict the reactants needed to synthesize it. The reactants are: [OH:1][C@H:2]([CH3:6])[C:3](O)=[O:4].[O:7]1[CH2:10][CH:9]([N:11]2[CH2:16][CH2:15][N:14]([C:17]3[CH:22]=[CH:21][C:20]([NH:23][C:24]4[N:29]=[CH:28][N:27]=[C:26]([C:30]5[CH:31]=[CH:32][C:33]([O:38][C@@H:39]6[CH2:43][CH2:42][NH:41][CH2:40]6)=[C:34]([CH:37]=5)[C:35]#[N:36])[N:25]=4)=[CH:19][CH:18]=3)[CH2:13][CH2:12]2)[CH2:8]1. (8) Given the product [CH:1]1([CH2:7][C@H:8]([CH2:26][C:27]([N:29]2[CH2:34][CH2:33][O:32][CH2:31][CH2:30]2)=[O:28])[C:9]([NH:11][C@H:12]([C:15]([C:16]2[N:20]=[C:19]([C:21]([F:24])([F:23])[F:22])[O:18][N:17]=2)=[O:25])[CH2:13][CH3:14])=[O:10])[CH2:6][CH2:5][CH2:4][CH2:3][CH2:2]1, predict the reactants needed to synthesize it. The reactants are: [CH:1]1([CH2:7][C@H:8]([CH2:26][C:27]([N:29]2[CH2:34][CH2:33][O:32][CH2:31][CH2:30]2)=[O:28])[C:9]([NH:11][C@H:12]([CH:15]([OH:25])[C:16]2[N:20]=[C:19]([C:21]([F:24])([F:23])[F:22])[O:18][N:17]=2)[CH2:13][CH3:14])=[O:10])[CH2:6][CH2:5][CH2:4][CH2:3][CH2:2]1.CC(OI1(OC(C)=O)(OC(C)=O)OC(=O)C2C=CC=CC1=2)=O.